This data is from Forward reaction prediction with 1.9M reactions from USPTO patents (1976-2016). The task is: Predict the product of the given reaction. (1) Given the reactants [O:1]=[S:2]1(=[O:44])[CH2:7][CH2:6][CH:5]([CH2:8][O:9][C:10]2[CH:15]=[CH:14][C:13]([C:16]3[C:20]4[CH:21]=[C:22]([CH2:25][O:26][C:27]5[CH:32]=[CH:31][C:30]([C@@H:33]([C:40]#[C:41][CH3:42])[CH2:34][C:35]([O:37]CC)=[O:36])=[CH:29][CH:28]=5)[CH:23]=[CH:24][C:19]=4[S:18][CH:17]=3)=[C:12]([CH3:43])[CH:11]=2)[CH2:4][CH2:3]1.[Li+].[OH-].Cl, predict the reaction product. The product is: [O:44]=[S:2]1(=[O:1])[CH2:7][CH2:6][CH:5]([CH2:8][O:9][C:10]2[CH:15]=[CH:14][C:13]([C:16]3[C:20]4[CH:21]=[C:22]([CH2:25][O:26][C:27]5[CH:28]=[CH:29][C:30]([C@@H:33]([C:40]#[C:41][CH3:42])[CH2:34][C:35]([OH:37])=[O:36])=[CH:31][CH:32]=5)[CH:23]=[CH:24][C:19]=4[S:18][CH:17]=3)=[C:12]([CH3:43])[CH:11]=2)[CH2:4][CH2:3]1. (2) Given the reactants [CH3:1][NH:2][C:3]1[CH:8]=[CH:7][CH:6]=[CH:5][CH:4]=1.[S:9](Cl)(=[O:12])(=[O:11])[NH2:10].O, predict the reaction product. The product is: [CH3:1][N:2]([C:3]1[CH:8]=[CH:7][CH:6]=[CH:5][CH:4]=1)[S:9]([NH2:10])(=[O:12])=[O:11]. (3) Given the reactants [CH3:1][NH:2][CH2:3][CH2:4][O:5][NH:6][C:7]([C:9]1[O:17][C:16]2[CH:15]=[CH:14][N:13]=[CH:12][C:11]=2[C:10]=1[NH:18][C:19]1[CH:24]=[CH:23][C:22]([I:25])=[CH:21][C:20]=1[F:26])=[O:8].C=O.[C:29]1(C)C=CC(S(O)(=O)=O)=CC=1.[NH+]1C=CC=CC=1.C([BH3-])#N.[Na+].Cl, predict the reaction product. The product is: [CH3:1][N:2]([CH3:29])[CH2:3][CH2:4][O:5][NH:6][C:7]([C:9]1[O:17][C:16]2[CH:15]=[CH:14][N:13]=[CH:12][C:11]=2[C:10]=1[NH:18][C:19]1[CH:24]=[CH:23][C:22]([I:25])=[CH:21][C:20]=1[F:26])=[O:8]. (4) Given the reactants [F:1][C:2]1[CH:33]=[CH:32][C:5]([CH2:6][N:7]2[C:11]3[C:12](=[O:27])[N:13]([CH3:26])[C:14]([C:23](O)=[O:24])=[C:15]([C:16]4[CH:21]=[CH:20][C:19]([CH3:22])=[CH:18][CH:17]=4)[C:10]=3[C:9]3[CH2:28][O:29][CH2:30][CH2:31][C:8]2=3)=[CH:4][CH:3]=1.C(Cl)(=O)C([Cl:37])=O, predict the reaction product. The product is: [F:1][C:2]1[CH:33]=[CH:32][C:5]([CH2:6][N:7]2[C:11]3[C:12](=[O:27])[N:13]([CH3:26])[C:14]([C:23]([Cl:37])=[O:24])=[C:15]([C:16]4[CH:21]=[CH:20][C:19]([CH3:22])=[CH:18][CH:17]=4)[C:10]=3[C:9]3[CH2:28][O:29][CH2:30][CH2:31][C:8]2=3)=[CH:4][CH:3]=1. (5) The product is: [NH2:1][C:2]1[N:3]=[C:4]([S:16][CH2:17][C:18]2[CH:23]=[CH:22][CH:21]=[CH:20][CH:19]=2)[C:5]([C:14]#[N:15])=[C:6]([C:8]2[CH:13]=[CH:12][CH:11]=[CH:10][CH:9]=2)[N:7]=1. Given the reactants [NH2:1][C:2]1[NH:3][C:4](=[S:16])[C:5]([C:14]#[N:15])=[C:6]([C:8]2[CH:13]=[CH:12][CH:11]=[CH:10][CH:9]=2)[N:7]=1.[CH2:17](Br)[C:18]1[CH:23]=[CH:22][CH:21]=[CH:20][CH:19]=1.CC[O-].[Na+], predict the reaction product. (6) Given the reactants [CH3:1][O:2][C:3]1[CH:4]=[C:5]2[C:10](=[C:11]([NH:13][S:14]([C:17]3[CH:22]=[CH:21][C:20]([C:23]([F:26])([F:25])[F:24])=[CH:19][C:18]=3[N+:27]([O-])=O)(=[O:16])=[O:15])[CH:12]=1)[N:9]=[CH:8][CH:7]=[CH:6]2.O.NN, predict the reaction product. The product is: [NH2:27][C:18]1[CH:19]=[C:20]([C:23]([F:25])([F:24])[F:26])[CH:21]=[CH:22][C:17]=1[S:14]([NH:13][C:11]1[CH:12]=[C:3]([O:2][CH3:1])[CH:4]=[C:5]2[C:10]=1[N:9]=[CH:8][CH:7]=[CH:6]2)(=[O:15])=[O:16].